From a dataset of Reaction yield outcomes from USPTO patents with 853,638 reactions. Predict the reaction yield, written as a fraction of the theoretical maximum amount of product (1.0 means a 100% yield; for example, 0.34 means a 34% yield). (1) The reactants are Br[C:2]1[CH:9]=[C:8]([N:10]2[C:18]3[CH2:17][C:16]([CH3:20])([CH3:19])[CH2:15][C:14](=[O:21])[C:13]=3[C:12]([CH3:22])=[CH:11]2)[CH:7]=[CH:6][C:3]=1[C:4]#[N:5].[CH3:23][O:24][CH2:25][CH2:26][NH2:27].CC(C)([O-:31])C.[Na+]. The catalyst is C1(C)C=CC=CC=1.CS(C)=O.C(O)C.[OH-].[Na+].OO.O.C([O-])(=O)C.[Pd+2].C([O-])(=O)C.C1(P(C2C=CC=CC=2)[C-]2C=CC=C2)C=CC=CC=1.[C-]1(P(C2C=CC=CC=2)C2C=CC=CC=2)C=CC=C1.[Fe+2]. The product is [CH3:23][O:24][CH2:25][CH2:26][NH:27][C:2]1[CH:9]=[C:8]([N:10]2[C:18]3[CH2:17][C:16]([CH3:20])([CH3:19])[CH2:15][C:14](=[O:21])[C:13]=3[C:12]([CH3:22])=[CH:11]2)[CH:7]=[CH:6][C:3]=1[C:4]([NH2:5])=[O:31]. The yield is 0.850. (2) The reactants are [C:1]([C:9]1[CH:23]=[C:22]([O:24][C:25]([F:28])([F:27])[F:26])[CH:21]=[CH:20][C:10]=1[O:11][CH:12]([CH3:19])[CH2:13][CH2:14][O:15]C(=O)C)(=[O:8])[C:2]1[CH:7]=[CH:6][CH:5]=[CH:4][CH:3]=1.C(=O)([O-])[O-].[K+].[K+]. The catalyst is CO. The product is [OH:15][CH2:14][CH2:13][CH:12]([CH3:19])[O:11][C:10]1[CH:20]=[CH:21][C:22]([O:24][C:25]([F:27])([F:28])[F:26])=[CH:23][C:9]=1[C:1]([C:2]1[CH:3]=[CH:4][CH:5]=[CH:6][CH:7]=1)=[O:8]. The yield is 0.900. (3) The reactants are [Cl:1][C:2]1[CH:3]=[C:4](C)[C:5](C#N)=[N:6][CH:7]=1.[OH-:11].[Na+].[CH3:13][CH2:14][OH:15]. No catalyst specified. The product is [Cl:1][C:2]1[CH:3]=[C:4]([CH3:5])[C:13]([C:14]([OH:11])=[O:15])=[N:6][CH:7]=1. The yield is 0.890.